From a dataset of Full USPTO retrosynthesis dataset with 1.9M reactions from patents (1976-2016). Predict the reactants needed to synthesize the given product. (1) Given the product [CH3:18][C:19]1([CH2:24][NH:25][C:15]([C:12]2[CH:11]=[C:10]([CH2:9][O:8][CH2:1][C:2]3[CH:3]=[CH:4][CH:5]=[CH:6][CH:7]=3)[O:14][N:13]=2)=[O:17])[CH2:23][CH2:22][O:21][CH2:20]1, predict the reactants needed to synthesize it. The reactants are: [CH2:1]([O:8][CH2:9][C:10]1[O:14][N:13]=[C:12]([C:15]([OH:17])=O)[CH:11]=1)[C:2]1[CH:7]=[CH:6][CH:5]=[CH:4][CH:3]=1.[CH3:18][C:19]1([CH2:24][NH2:25])[CH2:23][CH2:22][O:21][CH2:20]1.ON1C2C=CC=CC=2N=N1.Cl.C(N=C=NCCCN(C)C)C.Cl. (2) The reactants are: [Cl:1][C:2]1[CH:3]=[C:4]([CH:6]=[CH:7][C:8]=1I)[NH2:5].[Cl:10][C:11]1[CH:16]=[CH:15][C:14](B(O)O)=[C:13]([CH3:20])[CH:12]=1.C([O-])([O-])=O.[K+].[K+].O. Given the product [Cl:1][C:2]1[CH:3]=[C:4]([NH2:5])[CH:6]=[CH:7][C:8]=1[C:14]1[CH:15]=[CH:16][C:11]([Cl:10])=[CH:12][C:13]=1[CH3:20], predict the reactants needed to synthesize it.